Dataset: Experimentally validated miRNA-target interactions with 360,000+ pairs, plus equal number of negative samples. Task: Binary Classification. Given a miRNA mature sequence and a target amino acid sequence, predict their likelihood of interaction. (1) Result: 0 (no interaction). The miRNA is ath-miR397a with sequence UCAUUGAGUGCAGCGUUGAUG. The protein sequence of the target gene is MLACLPGPGDLSFQLLSHTQMNTGLQKWDTTQKMRTAHYPTPAELDAYAKKVANNPLTIKIFPNSVKVPQRKHVRRTVNGLDTSAQRYSPYPTQAATKAGLLAIVKVPAKSILKDFDGTRARLLPEAIMNPPVAPYATVAPSTLAHPQAQALARQQALQHAQTLAHAPPQTLQHPQGIPPPQALSHPQSLQQPQGLGHPQPMAQTQGLVHPQALAHQGLQHPHNPLLHGGRKMPDSDAPPNVTVSTSTIPLSMAATLQHSQPPDLSSIVHQINQFCQTRAGISTTSVCEGQIANPSPISR.... (2) The miRNA is hsa-miR-1200 with sequence CUCCUGAGCCAUUCUGAGCCUC. The protein sequence of the target gene is MKPLLETLYLLGMLVPGGLGYDRSLAQHRQEIVDKSVSPWSLETYSYNIYHPMGEIYEWMREISEKYKEVVTQHFLGVTYETHPMYYLKISQPSGNPKKIIWMDCGIHAREWIAPAFCQWFVKEILQNHKDNSSIRKLLRNLDFYVLPVLNIDGYIYTWTTDRLWRKSRSPHNNGTCFGTDLNRNFNASWCSIGASRNCQDQTFCGTGPVSEPETKAVASFIESKKDDILCFLTMHSYGQLILTPYGYTKNKSSNHPEMIQVGQKAANALKAKYGTNYRVGSSADILYASSGSSRDWARD.... Result: 0 (no interaction). (3) The miRNA is hsa-miR-4632-5p with sequence GAGGGCAGCGUGGGUGUGGCGGA. The protein sequence of the target gene is MADAFGDELFSVFEDDSTSAAGAKKDKEKEKWKGPPGSADKAGKRLDTKLQSESASGGKNKRDLDVEGTDEPIFGKKPRIEDSINEDLSLADLMPRVKVQSVETVEGCTHEVALPADEDYIPLKPRVGKAAKEYPFILDAFQREAIQCVDNNQSVLVSAHTSAGKTVCAEYAIALALREKQRVIFTSPIKALSNQKYREMYEEFQDVGLMTGDVTINPTASCLVMTTEILRSMLYRGSEVMREVAWVIFDEIHYMRDSERGVVWEETIILLPDNVHYVFLSATIPNARQFAEWICHLHKQ.... Result: 0 (no interaction). (4) The miRNA is hsa-miR-891a-3p with sequence AGUGGCACAUGUUUGUUGUGAG. The protein sequence of the target gene is MAAEDVVATGADPSDLESGGLLHEIFTSPLNLLLLGLCIFLLYKIVRGDQPAASGDSDDDEPPPLPRLKRRDFTPAELRRFDGVQDPRILMAINGKVFDVTKGRKFYGPEGPYGVFAGRDASRGLATFCLDKEALKDEYDDLSDLTAAQQETLSDWESQFTFKYHHVGKLLKEGEEPTVYSDEEEPKDESARKND. Result: 0 (no interaction).